This data is from Catalyst prediction with 721,799 reactions and 888 catalyst types from USPTO. The task is: Predict which catalyst facilitates the given reaction. (1) Reactant: [CH3:1][O:2][C:3]1[CH:28]=[CH:27][C:6]([C:7]([NH:9][C:10]2[S:14][C:13]([NH:15][C:16]3[CH:21]=[CH:20][C:19]([O:22][CH3:23])=[CH:18][CH:17]=3)=[N:12][C:11]=2[C:24]([NH2:26])=[O:25])=[O:8])=[CH:5][C:4]=1[N+:29]([O-])=O.[NH4+].[Cl-]. Product: [NH2:29][C:4]1[CH:5]=[C:6]([CH:27]=[CH:28][C:3]=1[O:2][CH3:1])[C:7]([NH:9][C:10]1[S:14][C:13]([NH:15][C:16]2[CH:17]=[CH:18][C:19]([O:22][CH3:23])=[CH:20][CH:21]=2)=[N:12][C:11]=1[C:24]([NH2:26])=[O:25])=[O:8]. The catalyst class is: 190. (2) Reactant: [CH2:1]([O:4][C:5]1[CH:9]=[C:8]([C:10]([O:12][CH3:13])=[O:11])[NH:7][N:6]=1)[CH2:2][CH3:3].[CH2:14](Br)[C:15]1[CH:20]=[CH:19][CH:18]=[CH:17][CH:16]=1.C(=O)([O-])[O-].[K+].[K+].O. Product: [CH2:14]([N:7]1[C:8]([C:10]([O:12][CH3:13])=[O:11])=[CH:9][C:5]([O:4][CH2:1][CH2:2][CH3:3])=[N:6]1)[C:15]1[CH:20]=[CH:19][CH:18]=[CH:17][CH:16]=1. The catalyst class is: 9. (3) Reactant: [NH2:1][C:2]1[CH:3]=[C:4]([C:11]2[CH:16]=[CH:15][C:14]([O:17][CH3:18])=[CH:13][CH:12]=2)[CH:5]=[CH:6][C:7]=1[C:8]([OH:10])=[O:9].[N:19]([C:22]1[C:27]([CH3:28])=[CH:26][C:25]([CH3:29])=[CH:24][C:23]=1[CH3:30])=[C:20]=[O:21].Cl.C(OCC)(=O)C. Product: [CH3:18][O:17][C:14]1[CH:15]=[CH:16][C:11]([C:4]2[CH:5]=[CH:6][C:7]([C:8]([OH:10])=[O:9])=[C:2]([NH:1][C:20]([NH:19][C:22]3[C:23]([CH3:30])=[CH:24][C:25]([CH3:29])=[CH:26][C:27]=3[CH3:28])=[O:21])[CH:3]=2)=[CH:12][CH:13]=1. The catalyst class is: 17. (4) Reactant: CS([C:5]1[N:9]=[C:8]([CH:10]2[CH2:15][CH2:14][CH2:13][CH2:12][CH2:11]2)[S:7][N:6]=1)(=O)=O.[CH2:16]([OH:20])[C:17]#[C:18][CH3:19].[H-].[Na+]. Product: [CH:10]1([C:8]2[S:7][N:6]=[C:5]([O:20][CH2:16][C:17]#[C:18][CH3:19])[N:9]=2)[CH2:15][CH2:14][CH2:13][CH2:12][CH2:11]1. The catalyst class is: 391.